This data is from NCI-60 drug combinations with 297,098 pairs across 59 cell lines. The task is: Regression. Given two drug SMILES strings and cell line genomic features, predict the synergy score measuring deviation from expected non-interaction effect. (1) Drug 1: CCCCCOC(=O)NC1=NC(=O)N(C=C1F)C2C(C(C(O2)C)O)O. Drug 2: C1CC(=O)NC(=O)C1N2C(=O)C3=CC=CC=C3C2=O. Cell line: SN12C. Synergy scores: CSS=-6.89, Synergy_ZIP=2.64, Synergy_Bliss=0.121, Synergy_Loewe=-5.02, Synergy_HSA=-5.10. (2) Drug 1: CC1CCC2CC(C(=CC=CC=CC(CC(C(=O)C(C(C(=CC(C(=O)CC(OC(=O)C3CCCCN3C(=O)C(=O)C1(O2)O)C(C)CC4CCC(C(C4)OC)OCCO)C)C)O)OC)C)C)C)OC. Drug 2: C1CN(CCN1C(=O)CCBr)C(=O)CCBr. Cell line: SN12C. Synergy scores: CSS=41.9, Synergy_ZIP=-2.05, Synergy_Bliss=2.75, Synergy_Loewe=6.64, Synergy_HSA=8.03. (3) Drug 1: C1=CC(=C2C(=C1NCCNCCO)C(=O)C3=C(C=CC(=C3C2=O)O)O)NCCNCCO. Drug 2: CC1=C(C(=CC=C1)Cl)NC(=O)C2=CN=C(S2)NC3=CC(=NC(=N3)C)N4CCN(CC4)CCO. Synergy scores: CSS=29.3, Synergy_ZIP=8.49, Synergy_Bliss=5.83, Synergy_Loewe=-8.73, Synergy_HSA=1.02. Cell line: COLO 205. (4) Drug 1: C1=CC=C(C=C1)NC(=O)CCCCCCC(=O)NO. Drug 2: C1=CN(C(=O)N=C1N)C2C(C(C(O2)CO)O)(F)F. Cell line: NCI-H460. Synergy scores: CSS=76.4, Synergy_ZIP=3.20, Synergy_Bliss=0.892, Synergy_Loewe=-4.14, Synergy_HSA=4.28. (5) Drug 1: C1=NC(=NC(=O)N1C2C(C(C(O2)CO)O)O)N. Drug 2: COC1=C2C(=CC3=C1OC=C3)C=CC(=O)O2. Cell line: NCI/ADR-RES. Synergy scores: CSS=8.01, Synergy_ZIP=-3.06, Synergy_Bliss=1.07, Synergy_Loewe=-1.96, Synergy_HSA=-0.919. (6) Drug 1: CC1=C(C(=O)C2=C(C1=O)N3CC4C(C3(C2COC(=O)N)OC)N4)N. Drug 2: C1CNP(=O)(OC1)N(CCCl)CCCl. Cell line: NCI-H522. Synergy scores: CSS=33.8, Synergy_ZIP=-4.24, Synergy_Bliss=-0.806, Synergy_Loewe=-43.3, Synergy_HSA=2.01. (7) Drug 1: CC=C1C(=O)NC(C(=O)OC2CC(=O)NC(C(=O)NC(CSSCCC=C2)C(=O)N1)C(C)C)C(C)C. Drug 2: C1=CN(C=N1)CC(O)(P(=O)(O)O)P(=O)(O)O. Cell line: SR. Synergy scores: CSS=75.7, Synergy_ZIP=0.944, Synergy_Bliss=2.87, Synergy_Loewe=-49.7, Synergy_HSA=4.34. (8) Synergy scores: CSS=41.4, Synergy_ZIP=-2.80, Synergy_Bliss=-4.77, Synergy_Loewe=-5.23, Synergy_HSA=-0.128. Drug 1: CC1C(C(=O)NC(C(=O)N2CCCC2C(=O)N(CC(=O)N(C(C(=O)O1)C(C)C)C)C)C(C)C)NC(=O)C3=C4C(=C(C=C3)C)OC5=C(C(=O)C(=C(C5=N4)C(=O)NC6C(OC(=O)C(N(C(=O)CN(C(=O)C7CCCN7C(=O)C(NC6=O)C(C)C)C)C)C(C)C)C)N)C. Drug 2: CC1CCCC2(C(O2)CC(NC(=O)CC(C(C(=O)C(C1O)C)(C)C)O)C(=CC3=CSC(=N3)C)C)C. Cell line: MALME-3M. (9) Drug 1: C1=CN(C=N1)CC(O)(P(=O)(O)O)P(=O)(O)O. Drug 2: C(CCl)NC(=O)N(CCCl)N=O. Cell line: NCIH23. Synergy scores: CSS=8.33, Synergy_ZIP=-1.96, Synergy_Bliss=-0.110, Synergy_Loewe=0.0717, Synergy_HSA=0.315.